From a dataset of Forward reaction prediction with 1.9M reactions from USPTO patents (1976-2016). Predict the product of the given reaction. Given the reactants C(O[BH-](OC(=O)C)OC(=O)C)(=O)C.[Na+].[NH2:15][C@H:16]([CH2:24][CH:25]([CH3:27])[CH3:26])[C:17]([N:19]1[CH2:23][CH2:22][CH2:21][CH2:20]1)=[O:18].[CH:28]([C:30]1[CH:35]=[CH:34][N:33]=[C:32]2[N:36]([C:43]([O:45][C:46]([CH3:49])([CH3:48])[CH3:47])=[O:44])[CH:37]=[C:38]([C:39]([O:41][CH3:42])=[O:40])[C:31]=12)=O, predict the reaction product. The product is: [CH3:26][CH:25]([CH3:27])[CH2:24][C@@H:16]([NH:15][CH2:28][C:30]1[CH:35]=[CH:34][N:33]=[C:32]2[N:36]([C:43]([O:45][C:46]([CH3:49])([CH3:48])[CH3:47])=[O:44])[CH:37]=[C:38]([C:39]([O:41][CH3:42])=[O:40])[C:31]=12)[C:17](=[O:18])[N:19]1[CH2:23][CH2:22][CH2:21][CH2:20]1.